Dataset: Forward reaction prediction with 1.9M reactions from USPTO patents (1976-2016). Task: Predict the product of the given reaction. (1) Given the reactants [Cl:1][C:2]1[CH:3]=[C:4]([F:19])[C:5]([CH:8](C(OCC)=O)[C:9]([O:11][CH2:12][CH3:13])=[O:10])=[N:6][CH:7]=1.CS(C)=O.[Cl-].[Na+], predict the reaction product. The product is: [Cl:1][C:2]1[CH:3]=[C:4]([F:19])[C:5]([CH2:8][C:9]([O:11][CH2:12][CH3:13])=[O:10])=[N:6][CH:7]=1. (2) The product is: [ClH:19].[N:1]1[CH:6]=[CH:5][C:4]([NH:7][C:8]2[CH:16]=[CH:15][C:11]([C:12]([Cl:19])=[O:13])=[CH:10][CH:9]=2)=[N:3][CH:2]=1. Given the reactants [N:1]1[CH:6]=[CH:5][C:4]([NH:7][C:8]2[CH:16]=[CH:15][C:11]([C:12](O)=[O:13])=[CH:10][CH:9]=2)=[N:3][CH:2]=1.S(Cl)([Cl:19])=O, predict the reaction product. (3) Given the reactants [Cl:1][C:2]1[C:7]([O:8][CH3:9])=[CH:6][C:5]([C@H:10]2[C@H:15]([OH:16])[C@@H:14]([OH:17])[C@H:13]([OH:18])[C@@H:12]([CH2:19][OH:20])[O:11]2)=[CH:4][C:3]=1[CH2:21][C:22]1[CH:27]=[CH:26][C:25]([O:28][CH2:29][CH3:30])=[CH:24][CH:23]=1.[H-].[Na+].[CH2:33](Br)[C:34]1[CH:39]=[CH:38][CH:37]=[CH:36][CH:35]=1.O, predict the reaction product. The product is: [CH2:33]([O:18][C@H:13]1[C@H:14]([O:17][CH2:33][C:34]2[CH:39]=[CH:38][CH:37]=[CH:36][CH:35]=2)[C@@H:15]([O:16][CH2:21][C:22]2[CH:27]=[CH:26][CH:25]=[CH:24][CH:23]=2)[C@H:10]([C:5]2[CH:6]=[C:7]([O:8][CH3:9])[C:2]([Cl:1])=[C:3]([CH2:21][C:22]3[CH:27]=[CH:26][C:25]([O:28][CH2:29][CH3:30])=[CH:24][CH:23]=3)[CH:4]=2)[O:11][C@@H:12]1[CH2:19][O:20][CH2:10][C:5]1[CH:6]=[CH:7][CH:2]=[CH:3][CH:4]=1)[C:34]1[CH:39]=[CH:38][CH:37]=[CH:36][CH:35]=1. (4) Given the reactants [CH:1](O)=[O:2].C(OC(=O)C)(=O)C.[NH2:11][C:12]1[CH:21]=[CH:20][C:15]([C:16]([O:18][CH3:19])=[O:17])=[CH:14][C:13]=1[O:22][CH3:23], predict the reaction product. The product is: [CH:1]([NH:11][C:12]1[CH:21]=[CH:20][C:15]([C:16]([O:18][CH3:19])=[O:17])=[CH:14][C:13]=1[O:22][CH3:23])=[O:2]. (5) Given the reactants I[C:2]1[CH:3]=[N:4][N:5]([CH3:10])[C:6]=1[C:7](O)=[O:8].[F:11][C:12]1[CH:18]=[CH:17][C:15]([NH2:16])=[CH:14][CH:13]=1.C(=O)([O-])[O-].[Na+].[Na+].[OH-].[Na+], predict the reaction product. The product is: [F:11][C:12]1[CH:18]=[CH:17][C:15]2[NH:16][C:2]3[CH:3]=[N:4][N:5]([CH3:10])[C:6]=3[C:7](=[O:8])[C:14]=2[CH:13]=1. (6) Given the reactants Cl.[N+:2]([C:5]1[CH:10]=[CH:9][C:8]([C:11]2[S:15][C:14]([CH:16]3[CH2:21][CH2:20][NH:19][CH2:18][CH2:17]3)=[N:13][CH:12]=2)=[CH:7][CH:6]=1)([O-:4])=[O:3].C(N(CC)CC)C.[CH3:29][S:30](Cl)(=[O:32])=[O:31], predict the reaction product. The product is: [CH3:29][S:30]([N:19]1[CH2:20][CH2:21][CH:16]([C:14]2[S:15][C:11]([C:8]3[CH:7]=[CH:6][C:5]([N+:2]([O-:4])=[O:3])=[CH:10][CH:9]=3)=[CH:12][N:13]=2)[CH2:17][CH2:18]1)(=[O:32])=[O:31]. (7) Given the reactants C(OC([N:8]1[CH2:28][CH2:27][N:11]2[C:12](=[O:26])[C:13]3[C:18]([C@@H:10]2[CH2:9]1)=[CH:17][C:16](/[CH:19]=[CH:20]\[CH3:21])=[CH:15][C:14]=3[C:22]([F:25])([F:24])[F:23])=O)(C)(C)C.[ClH:29], predict the reaction product. The product is: [ClH:29].[CH:19](/[C:16]1[CH:17]=[C:18]2[C:13]([C:12](=[O:26])[N:11]3[CH2:27][CH2:28][NH:8][CH2:9][C@H:10]32)=[C:14]([C:22]([F:24])([F:25])[F:23])[CH:15]=1)=[CH:20]/[CH3:21]. (8) Given the reactants [F:1][C:2]([F:17])([F:16])[C:3]1[CH:15]=[CH:14][C:6]2[S:7][C:8]([C:10]([O:12]C)=[O:11])=[CH:9][C:5]=2[CH:4]=1.O.[OH-].[Li+].O, predict the reaction product. The product is: [F:17][C:2]([F:1])([F:16])[C:3]1[CH:15]=[CH:14][C:6]2[S:7][C:8]([C:10]([OH:12])=[O:11])=[CH:9][C:5]=2[CH:4]=1. (9) Given the reactants C([NH:9][C:10]1[S:11][CH2:12][C@@H:13]2[CH2:19][C@H:18]([C:20]([NH2:22])=[O:21])[O:17][CH2:16][C@:14]2([C:23]2[CH:28]=[CH:27][C:26]([F:29])=[CH:25][C:24]=2[F:30])[N:15]=1)(=O)C1C=CC=CC=1.N12CCCN=C1CCCCC2, predict the reaction product. The product is: [NH2:9][C:10]1[S:11][CH2:12][C@@H:13]2[CH2:19][C@H:18]([C:20]([NH2:22])=[O:21])[O:17][CH2:16][C@:14]2([C:23]2[CH:28]=[CH:27][C:26]([F:29])=[CH:25][C:24]=2[F:30])[N:15]=1.